This data is from Drug-target binding data from BindingDB using IC50 measurements. The task is: Regression. Given a target protein amino acid sequence and a drug SMILES string, predict the binding affinity score between them. We predict pIC50 (pIC50 = -log10(IC50 in M); higher means more potent). Dataset: bindingdb_ic50. (1) The drug is Cc1ccc(NC(=O)c2cccc(-c3cccc(C#N)c3)c2)cc1-n1ccn2nc(-c3cccnc3)cc12. The target protein sequence is NVQRRMAQAFQNVREEPAVQFNSGTLALNRKVKNNPDPTIYPVLDWNDIKFQDVIGEGNFGQVLKARIKKDGLRMDAAIKRMKEYASKDDHRDFAGELEVLCKLGHHPNIINLLGACEHRGYLYLAIEYAPHGNLLDFLRKSRVLETDPAFAIANSTASTLSSQQLLHFAADVARGMDYLSQKQFIHRDLAARNILVGENYVAKIADFGLSRGQEVYVKKTMGRLPVRWMAIESLNYSVYTTNSDVWSYGVLLWEIVSLGGTPYCGMTCAELYEKLPQGYRLEKPLNCDDEVYDLMRQCWREKPYERPSFAQILVSLNRMLEERKTYVNTTLYEKFTYAGIDCSAEEAA. The pIC50 is 6.2. (2) The compound is CC(C)=C1C/C=C(/C)CC/C=C(/C)CC1=O. The target protein (P24008) has sequence MVPLMELDELCLLDMLVYLEGFMAFVSIVGLRSVGSPYGRYSPQWPGIRVPARPAWFIQELPSMAWPLYEYIRPAAARLGNLPNRVLLAMFLIHYVQRTLVFPVLIRGGKPTLLVTFVLAFLFCTFNGYVQSRYLSQFAVYAEDWVTHPCFLTGFALWLVGMVINIHSDHILRNLRKPGETGYKIPRGGLFEYVSAANYFGELVEWCGFALASWSLQGVVFALFTLSTLLTRAKQHHQWYHEKFEDYPKSRKILIPFVL. The pIC50 is 2.7. (3) The small molecule is C=C(CC[C@@H](C)[C@H]1CC=C2C3=C([C@@H](O)[C@H](OC(C)=O)[C@@]21C)[C@@]1(C)C[C@@H](O)[C@H](OC(=O)CCC(=O)O)C(C)(C)[C@@H]1CC3)C(C)C. The target protein (P00642) has sequence MSNKKQSNRLTEQHKLSQGVIGIFGDYAKAHDLAVGEVSKLVKKALSNEYPQLSFRYRDSIKKTEINEALKKIDPDLGGTLFVSNSSIKPDGGIVEVKDDYGEWRVVLVAEAKHQGKDIINIRNGLLVGKRGDQDLMAAGNAIERSHKNISEIANFMLSESHFPYVLFLEGSNFLTENISITRPDGRVVNLEYNSGILNRLDRLTAANYGMPINSNLCINKFVNHKDKSIMLQAASIYTQGDGREWDSKIMFEIMFDISTTSLRVLGRDLFEQLTSK. The pIC50 is 4.3. (4) The compound is CS(=O)(=O)c1ccc(C(=O)C2C(=O)CCCC2=O)c([N+](=O)[O-])c1. The target protein (P32755) has sequence MTTYSNKGPKPERGRFLHFHSVTFWVGNAKQAASFYCNKMGFEPLAYKGLETGSREVVSHVIKQGKIVFVLCSALNPWNKEMGDHLVKHGDGVKDIAFEVEDCEHIVQKARERGAKIVREPWVEEDKFGKVKFAVLQTYGDTTHTLVEKINYTGRFLPGFEAPTYKDTLLPKLPSCNLEIIDHIVGNQPDQEMESASEWYLKNLQFHRFWSVDDTQVHTEYSSLRSIVVANYEESIKMPINEPAPGRKKSQIQEYVDYNGGAGVQHIALRTEDIITTIRHLRERGMEFLAVPSSYYRLLRENLKTSKIQVKENMDVLEELKILVDYDEKGYLLQIFTKPMQDRPTLFLEVIQRHNHQGFGAGNFNSLFKAFEEEQALRGNLTDLETNGVRSGM. The pIC50 is 7.4. (5) The small molecule is N#CCNC(=O)[C@H](CC1CCCCC1)NC(=O)c1ccccc1. The target protein (O70370) has sequence MRAPGHAAIRWLFWMPLVCSVAMEQLQRDPTLDYHWDLWKKTHEKEYKDKNEEEVRRLIWEKNLKFIMIHNLEYSMGMHTYQVGMNDMGDMTNEEILCRMGALRIPRQSPKTVTFRSYSNRTLPDTVDWREKGCVTEVKYQGSCGACWAFSAVGALEGQLKLKTGKLISLSAQNLVDCSNEEKYGNKGCGGGYMTEAFQYIIDNGGIEADASYPYKATDEKCHYNSKNRAATCSRYIQLPFGDEDALKEAVATKGPVSVGIDASHSSFFFYKSGVYDDPSCTGNVNHGVLVVGYGTLDGKDYWLVKNSWGLNFGDQGYIRMARNNKNHCGIASYCSYPEI. The pIC50 is 7.9.